This data is from Catalyst prediction with 721,799 reactions and 888 catalyst types from USPTO. The task is: Predict which catalyst facilitates the given reaction. (1) Reactant: CC1(C)[O:6][C@H:5]([C:7]2[N:11]=[C:10]([NH:12][C:13]3[C:18]([O:19][C:20]4[C:21]([CH3:26])=[N:22][CH:23]=[CH:24][CH:25]=4)=[CH:17][C:16]([S:27][C:28]4[CH:33]=[CH:32][CH:31]=[CH:30][N:29]=4)=[CH:15][N:14]=3)[S:9][N:8]=2)[CH2:4][O:3]1.Cl. Product: [CH3:26][C:21]1[C:20]([O:19][C:18]2[C:13]([NH:12][C:10]3[S:9][N:8]=[C:7]([C@@H:5]([OH:6])[CH2:4][OH:3])[N:11]=3)=[N:14][CH:15]=[C:16]([S:27][C:28]3[CH:33]=[CH:32][CH:31]=[CH:30][N:29]=3)[CH:17]=2)=[CH:25][CH:24]=[CH:23][N:22]=1. The catalyst class is: 8. (2) Reactant: C=[C:2]1[CH:7]([CH3:8])[CH:6]2[CH2:9][CH:3]1[CH2:4][CH2:5]2.C[C:11]1[CH:12]2[CH2:18][CH:15]([C:16]=1C)[CH2:14][CH2:13]2.[CH3:19]C(C1C=C(NC(NC2C=CC(OCC(O)CNC(C)(C)C)=C(C(C)=O)C=2)=O)C=CC=1OCC(O)CNC(C)(C)C)=O.[H][H]. Product: [CH3:14][CH:13]([C:7]1([CH3:8])[CH2:2][CH:3]2[CH2:9][C:6]1([CH3:19])[CH2:5][CH2:4]2)[CH:12]1[CH2:18][CH2:15][CH2:16][CH2:11]1. The catalyst class is: 181.